Dataset: Catalyst prediction with 721,799 reactions and 888 catalyst types from USPTO. Task: Predict which catalyst facilitates the given reaction. (1) Reactant: [CH3:1][Si:2]([CH3:15])([CH3:14])[CH2:3][CH2:4][O:5][CH2:6][N:7]1[CH:11]=[C:10]([CH2:12][OH:13])[N:9]=[CH:8]1.[CH3:16][C:17]([Si:20](Cl)([C:27]1[CH:32]=[CH:31][CH:30]=[CH:29][CH:28]=1)[C:21]1[CH:26]=[CH:25][CH:24]=[CH:23][CH:22]=1)([CH3:19])[CH3:18]. Product: [Si:20]([O:13][CH2:12][C:10]1[N:9]=[CH:8][N:7]([CH2:6][O:5][CH2:4][CH2:3][Si:2]([CH3:15])([CH3:14])[CH3:1])[CH:11]=1)([C:17]([CH3:19])([CH3:18])[CH3:16])([C:27]1[CH:28]=[CH:29][CH:30]=[CH:31][CH:32]=1)[C:21]1[CH:26]=[CH:25][CH:24]=[CH:23][CH:22]=1. The catalyst class is: 154. (2) Reactant: [OH:1][C@@H:2]([C:21]1[NH:22][C:23]2[C:28]([C:29](=[O:31])[N:30]=1)=[CH:27][C:26](I)=[CH:25][CH:24]=2)[C@H:3]1[O:8][CH2:7][CH2:6][N:5]([C:9]2[CH:13]=[CH:12][N:11]([C:14]3[CH:19]=[CH:18][N:17]=[N:16][CH:15]=3)[N:10]=2)[C:4]1=[O:20].[NH:33]1[CH:37]=[C:36](B(O)O)[CH:35]=[N:34]1.C(=O)([O-])[O-].[Cs+].[Cs+].C(O)(C(F)(F)F)=O. Product: [OH:1][C@@H:2]([C:21]1[NH:22][C:23]2[C:28]([C:29](=[O:31])[N:30]=1)=[CH:27][C:26]([C:36]1[CH:37]=[N:33][NH:34][CH:35]=1)=[CH:25][CH:24]=2)[C@H:3]1[O:8][CH2:7][CH2:6][N:5]([C:9]2[CH:13]=[CH:12][N:11]([C:14]3[CH:19]=[CH:18][N:17]=[N:16][CH:15]=3)[N:10]=2)[C:4]1=[O:20]. The catalyst class is: 462. (3) Reactant: [C:1]([O:7][CH2:8][CH3:9])(=[O:6])[CH2:2][C:3]([CH3:5])=[O:4].Br[CH:11](Br)[CH3:12].C(=O)([O-])[O-].[K+].[K+]. Product: [C:3]([C:2]1([C:1]([O:7][CH2:8][CH3:9])=[O:6])[CH2:12][CH2:11]1)(=[O:4])[CH3:5]. The catalyst class is: 21. (4) Product: [NH2:9][CH2:8][C@@H:7]1[CH2:6][CH2:5][N:4]([C:17]([O:19][C:20]([CH3:22])([CH3:21])[CH3:23])=[O:18])[CH2:3][C@H:2]1[OH:1]. The catalyst class is: 19. Reactant: [OH:1][C@H:2]1[C@H:7]([CH2:8][NH:9]CC2C=CC=CC=2)[CH2:6][CH2:5][N:4]([C:17]([O:19][C:20]([CH3:23])([CH3:22])[CH3:21])=[O:18])[CH2:3]1. (5) Reactant: [O:1]=[C:2]1[C@@H:6]2[CH2:7][N:8]([C:10]3[N:11]=[C:12]([C:31]4[O:32][C:33]([C:36]5[CH:41]=[CH:40][CH:39]=[CH:38][CH:37]=5)=[N:34][N:35]=4)[C:13]([N:16](C(OC(C)(C)C)=O)C(=O)OC(C)(C)C)=[N:14][CH:15]=3)[CH2:9][C@@H:5]2[CH2:4][CH2:3]1.C(O)(C(F)(F)F)=O. Product: [NH2:16][C:13]1[N:14]=[CH:15][C:10]([N:8]2[CH2:9][C@@H:5]3[CH2:4][CH2:3][C:2](=[O:1])[C@@H:6]3[CH2:7]2)=[N:11][C:12]=1[C:31]1[O:32][C:33]([C:36]2[CH:41]=[CH:40][CH:39]=[CH:38][CH:37]=2)=[N:34][N:35]=1. The catalyst class is: 2. (6) Reactant: [NH2:1][C:2]1[CH:7]=[CH:6][C:5]([CH2:8][CH2:9][CH2:10][CH2:11][OH:12])=[C:4]([C:13]([F:16])([F:15])[F:14])[CH:3]=1.[C:17](O[C:17]([O:19][C:20]([CH3:23])([CH3:22])[CH3:21])=[O:18])([O:19][C:20]([CH3:23])([CH3:22])[CH3:21])=[O:18].C(N(C(C)C)CC)(C)C.C(=O)(O)[O-].[Na+]. Product: [C:20]([O:19][C:17](=[O:18])[NH:1][C:2]1[CH:7]=[CH:6][C:5]([CH2:8][CH2:9][CH2:10][CH2:11][OH:12])=[C:4]([C:13]([F:14])([F:15])[F:16])[CH:3]=1)([CH3:23])([CH3:22])[CH3:21]. The catalyst class is: 2.